This data is from Forward reaction prediction with 1.9M reactions from USPTO patents (1976-2016). The task is: Predict the product of the given reaction. (1) Given the reactants Cl[CH:2]([C:4]1[CH:14]=[CH:13][C:7]([O:8][CH2:9][C:10]([NH2:12])=[O:11])=[C:6]([C:15]#[N:16])[CH:5]=1)[CH3:3].[OH-:17].[K+], predict the reaction product. The product is: [NH2:16][C:15]1[C:6]2[CH:5]=[C:4]([CH:2]([OH:17])[CH3:3])[CH:14]=[CH:13][C:7]=2[O:8][C:9]=1[C:10]([NH2:12])=[O:11]. (2) Given the reactants O[C:2]1[CH:7]=[C:6]([CH3:8])[NH:5][C:4](=[O:9])[C:3]=1[C:10]#[N:11].P(Cl)(Cl)([Cl:14])=O.P(Cl)(Cl)(Cl)(Cl)Cl.[OH-].[NH4+], predict the reaction product. The product is: [Cl:14][C:2]1[CH:7]=[C:6]([CH3:8])[NH:5][C:4](=[O:9])[C:3]=1[C:10]#[N:11]. (3) Given the reactants [H-].[Al+3].[Li+].[H-].[H-].[H-].[CH2:7]([CH:9]1[NH:15][CH2:14][CH2:13][CH2:12][NH:11][C:10]1=O)[CH3:8], predict the reaction product. The product is: [CH2:7]([CH:9]1[CH2:10][NH:11][CH2:12][CH2:13][CH2:14][NH:15]1)[CH3:8]. (4) Given the reactants C([O:4][C@@H:5]1[C@@H:10]([O:11]C(=O)C)[C@H:9]([O:15]C(=O)C)[C@@H:8]([CH2:19][O:20]C(=O)C)[O:7][C@H:6]1C1C=C(CC2SC3C=CC=CC=3C=2)C=CC=1OC1CCCC1)(=O)C.C[O-:47].[Na+], predict the reaction product. The product is: [CH2:19]([OH:20])[C@@H:8]([C@H:9]([C@@H:10]([C@@H:5]([CH2:6][OH:47])[OH:4])[OH:11])[OH:15])[OH:7].